The task is: Predict the reactants needed to synthesize the given product.. This data is from Full USPTO retrosynthesis dataset with 1.9M reactions from patents (1976-2016). (1) The reactants are: [CH3:1][O:2][C:3]1[CH:8]=[C:7]([CH3:9])[C:6]([S:10]([N:13]([CH3:35])[CH2:14][C:15]2[O:16][C:17]([C:20]([N:22]3[CH2:27][CH2:26][N:25]([CH2:28][CH:29]4[CH2:34][CH2:33][NH:32][CH2:31][CH2:30]4)[CH2:24][CH2:23]3)=[O:21])=[N:18][N:19]=2)(=[O:12])=[O:11])=[C:5]([CH3:36])[CH:4]=1.[CH3:37][C:38]1([CH3:41])[CH2:40][O:39]1. Given the product [OH:39][C:38]([CH3:41])([CH3:40])[CH2:37][N:32]1[CH2:33][CH2:34][CH:29]([CH2:28][N:25]2[CH2:26][CH2:27][N:22]([C:20]([C:17]3[O:16][C:15]([CH2:14][N:13]([CH3:35])[S:10]([C:6]4[C:7]([CH3:9])=[CH:8][C:3]([O:2][CH3:1])=[CH:4][C:5]=4[CH3:36])(=[O:11])=[O:12])=[N:19][N:18]=3)=[O:21])[CH2:23][CH2:24]2)[CH2:30][CH2:31]1, predict the reactants needed to synthesize it. (2) The reactants are: [CH:1]([C:4]1[CH:5]=[C:6]([CH:9]=[C:10]([CH:14]([CH3:16])[CH3:15])[C:11]=1[O:12][CH3:13])[CH:7]=O)([CH3:3])[CH3:2].[C:17]([NH:25][C:26]1[CH:34]=[C:33]2[C:29]([CH2:30][C:31](=[O:35])[NH:32]2)=[CH:28][CH:27]=1)(=[O:24])[C:18]1[CH:23]=[CH:22][CH:21]=[CH:20][CH:19]=1. Given the product [CH:1]([C:4]1[CH:5]=[C:6]([CH:9]=[C:10]([CH:14]([CH3:16])[CH3:15])[C:11]=1[O:12][CH3:13])[CH:7]=[C:30]1[C:29]2[C:33](=[CH:34][C:26]([NH:25][C:17](=[O:24])[C:18]3[CH:23]=[CH:22][CH:21]=[CH:20][CH:19]=3)=[CH:27][CH:28]=2)[NH:32][C:31]1=[O:35])([CH3:3])[CH3:2], predict the reactants needed to synthesize it.